Dataset: Catalyst prediction with 721,799 reactions and 888 catalyst types from USPTO. Task: Predict which catalyst facilitates the given reaction. Reactant: [CH3:1][O:2][C:3](=[O:30])[CH2:4][C:5]1[CH:10]=[CH:9][CH:8]=[C:7]([O:11][CH2:12][CH2:13][CH2:14][NH:15][CH2:16][CH:17]([C:24]2[CH:29]=[CH:28][CH:27]=[CH:26][CH:25]=2)[C:18]2[CH:23]=[CH:22][CH:21]=[CH:20][CH:19]=2)[CH:6]=1.[I:31][C:32]1[CH:33]=[C:34]([CH:37]=[CH:38][CH:39]=1)[CH2:35]Br.C(=O)([O-])[O-].[K+].[K+]. Product: [CH3:1][O:2][C:3](=[O:30])[CH2:4][C:5]1[CH:10]=[CH:9][CH:8]=[C:7]([O:11][CH2:12][CH2:13][CH2:14][N:15]([CH2:16][CH:17]([C:24]2[CH:29]=[CH:28][CH:27]=[CH:26][CH:25]=2)[C:18]2[CH:19]=[CH:20][CH:21]=[CH:22][CH:23]=2)[CH2:35][C:34]2[CH:37]=[CH:38][CH:39]=[C:32]([I:31])[CH:33]=2)[CH:6]=1. The catalyst class is: 18.